From a dataset of Full USPTO retrosynthesis dataset with 1.9M reactions from patents (1976-2016). Predict the reactants needed to synthesize the given product. (1) The reactants are: C([O:5][C:6]([CH2:8][CH2:9][C:10]1[CH:32]=[CH:31][C:13]([O:14][CH2:15][C:16]2[CH:17]=[C:18]([C:22]3[C:23]([C:28](O)=[O:29])=[CH:24][CH:25]=[CH:26][CH:27]=3)[CH:19]=[CH:20][CH:21]=2)=[CH:12][CH:11]=1)=[O:7])(C)(C)C.[NH4+].O[N:35]1C2C=CC=CC=2N=N1. Given the product [NH2:35][C:28]([C:23]1[CH:24]=[CH:25][CH:26]=[CH:27][C:22]=1[C:18]1[CH:19]=[CH:20][CH:21]=[C:16]([CH2:15][O:14][C:13]2[CH:31]=[CH:32][C:10]([CH2:9][CH2:8][C:6]([OH:5])=[O:7])=[CH:11][CH:12]=2)[CH:17]=1)=[O:29], predict the reactants needed to synthesize it. (2) Given the product [F:20][C:11]1[CH:12]=[C:13]([C:16]([OH:19])([CH3:17])[CH3:18])[CH:14]=[CH:15][C:10]=1[C:4]1[S:3][C:2]([NH:1][C:25]2[CH:26]=[CH:27][CH:22]=[C:23]([CH2:28][N:29]3[CH2:33][CH2:32][CH2:31][C:30]3=[O:34])[N:24]=2)=[C:6]([C:7]([NH2:9])=[O:8])[CH:5]=1, predict the reactants needed to synthesize it. The reactants are: [NH2:1][C:2]1[S:3][C:4]([C:10]2[CH:15]=[CH:14][C:13]([C:16]([OH:19])([CH3:18])[CH3:17])=[CH:12][C:11]=2[F:20])=[CH:5][C:6]=1[C:7]([NH2:9])=[O:8].Br[C:22]1[C:23]([CH2:28][N:29]2[CH2:33][CH2:32][CH2:31][C:30]2=[O:34])=[N:24][CH:25]=[CH:26][CH:27]=1.